From a dataset of Forward reaction prediction with 1.9M reactions from USPTO patents (1976-2016). Predict the product of the given reaction. (1) Given the reactants [Cl:1][C:2]1[CH:18]=[CH:17][C:5]2[CH2:6][CH2:7][N:8]([C:11](=[O:16])[C:12]([F:15])([F:14])[F:13])[CH2:9][CH2:10][C:4]=2[C:3]=1[NH:19][CH2:20][C:21]1[CH:26]=[CH:25][C:24]([O:27]C)=[CH:23][CH:22]=1.B(Br)(Br)Br, predict the reaction product. The product is: [Cl:1][C:2]1[CH:18]=[CH:17][C:5]2[CH2:6][CH2:7][N:8]([C:11](=[O:16])[C:12]([F:14])([F:13])[F:15])[CH2:9][CH2:10][C:4]=2[C:3]=1[NH:19][CH2:20][C:21]1[CH:22]=[CH:23][C:24]([OH:27])=[CH:25][CH:26]=1. (2) Given the reactants Cl[C:2]1[C:7]([S:8]([N:11]2[CH2:32][CH2:31][C:14]3([C:18](=[O:19])[N:17]([C:20]4[CH:25]=[CH:24][C:23]([O:26][C:27]([F:30])([F:29])[F:28])=[CH:22][CH:21]=4)[CH2:16][CH2:15]3)[CH2:13][CH2:12]2)(=[O:10])=[O:9])=[CH:6][CH:5]=[CH:4][N:3]=1.[CH3:33][O-:34].[Na+], predict the reaction product. The product is: [CH3:33][O:34][C:2]1[C:7]([S:8]([N:11]2[CH2:32][CH2:31][C:14]3([C:18](=[O:19])[N:17]([C:20]4[CH:25]=[CH:24][C:23]([O:26][C:27]([F:30])([F:29])[F:28])=[CH:22][CH:21]=4)[CH2:16][CH2:15]3)[CH2:13][CH2:12]2)(=[O:10])=[O:9])=[CH:6][CH:5]=[CH:4][N:3]=1. (3) Given the reactants C[C:2]1([CH3:9])[O:6][C@H:5]([CH2:7][OH:8])[CH2:4][O:3]1.[OH-].[K+].[CH2:12](Br)[CH2:13][CH2:14][CH2:15][CH2:16][CH2:17][CH2:18][CH2:19][CH2:20][CH2:21][CH2:22][CH2:23][CH2:24][CH2:25]CC.O, predict the reaction product. The product is: [CH2:2]([O:3][CH2:4][CH:5]([CH2:7][OH:8])[OH:6])[CH2:9][CH2:25][CH2:24][CH2:23][CH2:22][CH2:21][CH2:20][CH2:19][CH2:18][CH2:17][CH2:16][CH2:15][CH2:14][CH2:13][CH3:12]. (4) Given the reactants [CH2:1]1[C:6]2([CH2:11][CH2:10][CH2:9][CH2:8][CH2:7]2)[CH2:5][CH2:4][CH:3]=[C:2]1[CH2:12][O:13][C:14]1[CH:19]=[CH:18][C:17]([C@@H:20]([C:25]#[C:26][CH3:27])[CH2:21][C:22]([OH:24])=[O:23])=[CH:16][CH:15]=1.[OH-].[Na+:29], predict the reaction product. The product is: [Na+:29].[CH2:1]1[C:6]2([CH2:7][CH2:8][CH2:9][CH2:10][CH2:11]2)[CH2:5][CH2:4][CH:3]=[C:2]1[CH2:12][O:13][C:14]1[CH:19]=[CH:18][C:17]([C@@H:20]([C:25]#[C:26][CH3:27])[CH2:21][C:22]([O-:24])=[O:23])=[CH:16][CH:15]=1. (5) Given the reactants CSC.B.[OH:5][C@@H:6]([C:10]1[CH:15]=[CH:14][CH:13]=[CH:12][CH:11]=1)[CH2:7][C:8]#[N:9].CO, predict the reaction product. The product is: [NH2:9][CH2:8][CH2:7][C@H:6]([C:10]1[CH:15]=[CH:14][CH:13]=[CH:12][CH:11]=1)[OH:5]. (6) Given the reactants Cl.[CH2:2]([N:4]([CH2:15][CH3:16])[C:5]1[C:13]([CH3:14])=[CH:12][C:8]([C:9]([OH:11])=O)=[CH:7][N:6]=1)[CH3:3].CCN(C(C)C)C(C)C.CN(C(ON1N=NC2C=CC=CC1=2)=[N+](C)C)C.[B-](F)(F)(F)F.[CH3:48][C:49]1([CH3:68])[O:53][C@@H:52]([CH2:54][O:55][C:56]2[C:65]([CH3:66])=[CH:64][C:59]([C:60]([NH:62]O)=[NH:61])=[CH:58][C:57]=2[CH3:67])[CH2:51][O:50]1, predict the reaction product. The product is: [CH3:48][C:49]1([CH3:68])[O:53][C@@H:52]([CH2:54][O:55][C:56]2[C:57]([CH3:67])=[CH:58][C:59]([C:60]3[N:62]=[C:9]([C:8]4[CH:12]=[C:13]([CH3:14])[C:5]([N:4]([CH2:2][CH3:3])[CH2:15][CH3:16])=[N:6][CH:7]=4)[O:11][N:61]=3)=[CH:64][C:65]=2[CH3:66])[CH2:51][O:50]1. (7) Given the reactants C([O:4][CH2:5][CH2:6][C:7]1[CH:12]=[CH:11][C:10]([N:13]2[C:18]([NH2:19])=[C:17]([C:20](=[O:29])[C:21]3[CH:26]=[CH:25][C:24]([F:27])=[CH:23][C:22]=3[F:28])[CH:16]=[CH:15][C:14]2=[O:30])=[CH:9][CH:8]=1)(=O)C, predict the reaction product. The product is: [NH2:19][C:18]1[N:13]([C:10]2[CH:11]=[CH:12][C:7]([CH2:6][CH2:5][OH:4])=[CH:8][CH:9]=2)[C:14](=[O:30])[CH:15]=[CH:16][C:17]=1[C:20](=[O:29])[C:21]1[CH:26]=[CH:25][C:24]([F:27])=[CH:23][C:22]=1[F:28]. (8) Given the reactants [Br:1][C:2]1[CH:3]=[C:4]([CH:8]=[CH:9][C:10]=1[OH:11])[C:5](O)=[O:6].C[N:13](C=O)C.C(Cl)(=O)C(Cl)=O, predict the reaction product. The product is: [Br:1][C:2]1[CH:3]=[C:4]([CH:8]=[CH:9][C:10]=1[OH:11])[C:5]([NH2:13])=[O:6]. (9) Given the reactants Br[C:2]1[CH:13]=[CH:12][C:5]([CH2:6][NH:7][S:8]([CH3:11])(=[O:10])=[O:9])=[C:4]([F:14])[CH:3]=1.N#N.C[C:18]([N:20](C)C)=O, predict the reaction product. The product is: [C:18]([C:2]1[CH:13]=[CH:12][C:5]([CH2:6][NH:7][S:8]([CH3:11])(=[O:10])=[O:9])=[C:4]([F:14])[CH:3]=1)#[N:20].